This data is from Catalyst prediction with 721,799 reactions and 888 catalyst types from USPTO. The task is: Predict which catalyst facilitates the given reaction. (1) Reactant: [C:1]([O:5][C:6](=[O:15])[NH:7][CH2:8][CH:9]1[CH2:14][CH2:13][NH:12][CH2:11][CH2:10]1)([CH3:4])([CH3:3])[CH3:2].C(=O)([O-])[O-].[K+].[K+].BrC[C:24]#[N:25].C(OCC)(=O)C. Product: [C:1]([O:5][C:6](=[O:15])[NH:7][CH2:8][CH:9]1[CH2:10][CH2:11][N:12]([C:24]#[N:25])[CH2:13][CH2:14]1)([CH3:4])([CH3:2])[CH3:3]. The catalyst class is: 10. (2) Reactant: Br[C:2]([CH:16]([CH3:18])[CH3:17])=[C:3]([C:10]1[CH:15]=[CH:14][CH:13]=[CH:12][CH:11]=1)[C:4]1[CH:9]=[CH:8][CH:7]=[CH:6][CH:5]=1.C1COCC1.C([Li])CCC.Cl[P:30]([CH:37]1[CH2:42][CH2:41][CH2:40][CH2:39][CH2:38]1)[CH:31]1[CH2:36][CH2:35][CH2:34][CH2:33][CH2:32]1. Product: [C:4]1([C:3]([C:10]2[CH:15]=[CH:14][CH:13]=[CH:12][CH:11]=2)=[C:2]([P:30]([CH:37]2[CH2:38][CH2:39][CH2:40][CH2:41][CH2:42]2)[CH:31]2[CH2:36][CH2:35][CH2:34][CH2:33][CH2:32]2)[CH:16]([CH3:18])[CH3:17])[CH:9]=[CH:8][CH:7]=[CH:6][CH:5]=1. The catalyst class is: 6.